Task: Regression. Given two drug SMILES strings and cell line genomic features, predict the synergy score measuring deviation from expected non-interaction effect.. Dataset: NCI-60 drug combinations with 297,098 pairs across 59 cell lines (1) Drug 1: C1=CC=C(C=C1)NC(=O)CCCCCCC(=O)NO. Drug 2: CCC1(C2=C(COC1=O)C(=O)N3CC4=CC5=C(C=CC(=C5CN(C)C)O)N=C4C3=C2)O.Cl. Cell line: PC-3. Synergy scores: CSS=30.5, Synergy_ZIP=0.664, Synergy_Bliss=1.29, Synergy_Loewe=6.54, Synergy_HSA=7.15. (2) Drug 1: CN1C(=O)N2C=NC(=C2N=N1)C(=O)N. Drug 2: CN(C(=O)NC(C=O)C(C(C(CO)O)O)O)N=O. Cell line: M14. Synergy scores: CSS=-0.247, Synergy_ZIP=0.384, Synergy_Bliss=-0.661, Synergy_Loewe=-0.172, Synergy_HSA=-1.66. (3) Drug 1: CC=C1C(=O)NC(C(=O)OC2CC(=O)NC(C(=O)NC(CSSCCC=C2)C(=O)N1)C(C)C)C(C)C. Drug 2: CS(=O)(=O)CCNCC1=CC=C(O1)C2=CC3=C(C=C2)N=CN=C3NC4=CC(=C(C=C4)OCC5=CC(=CC=C5)F)Cl. Cell line: TK-10. Synergy scores: CSS=50.3, Synergy_ZIP=-6.64, Synergy_Bliss=-2.68, Synergy_Loewe=-22.8, Synergy_HSA=0.868. (4) Drug 1: CCCCC(=O)OCC(=O)C1(CC(C2=C(C1)C(=C3C(=C2O)C(=O)C4=C(C3=O)C=CC=C4OC)O)OC5CC(C(C(O5)C)O)NC(=O)C(F)(F)F)O. Drug 2: C1C(C(OC1N2C=NC(=NC2=O)N)CO)O. Cell line: MOLT-4. Synergy scores: CSS=85.1, Synergy_ZIP=1.14, Synergy_Bliss=0.385, Synergy_Loewe=5.10, Synergy_HSA=6.06.